Dataset: Forward reaction prediction with 1.9M reactions from USPTO patents (1976-2016). Task: Predict the product of the given reaction. (1) Given the reactants [F-].[F-].[F-].B.C(Cl)Cl.C(Cl)Cl.[NH2:11][C:12]1[C:17]([O:18]C)=[C:16]([F:20])[C:15]([C:21]2[CH:26]=[CH:25][CH:24]=[CH:23][CH:22]=2)=[C:14]([CH3:27])[C:13]=1[C:28]#[N:29], predict the reaction product. The product is: [NH2:11][C:12]1[C:17]([OH:18])=[C:16]([F:20])[C:15]([C:21]2[CH:26]=[CH:25][CH:24]=[CH:23][CH:22]=2)=[C:14]([CH3:27])[C:13]=1[C:28]#[N:29]. (2) The product is: [ClH:22].[NH:2]1[C:6]2[CH:7]=[CH:8][CH:9]=[CH:10][C:5]=2[N:4]=[C:3]1[C@H:11]([NH:21][C:32]([NH:31][CH2:30][CH2:29][C:25]1[CH:26]=[CH:27][CH:28]=[C:23]([Cl:22])[CH:24]=1)=[O:33])[CH2:12][C:13]1[CH:18]=[CH:17][C:16]([O:19][CH3:20])=[CH:15][CH:14]=1. Given the reactants Cl.[NH:2]1[C:6]2[CH:7]=[CH:8][CH:9]=[CH:10][C:5]=2[N:4]=[C:3]1[C@H:11]([NH2:21])[CH2:12][C:13]1[CH:18]=[CH:17][C:16]([O:19][CH3:20])=[CH:15][CH:14]=1.[Cl:22][C:23]1[CH:24]=[C:25]([CH2:29][CH2:30][NH2:31])[CH:26]=[CH:27][CH:28]=1.[C:32](O)(C(F)(F)F)=[O:33], predict the reaction product. (3) Given the reactants C(=O)([O-])[O-].[K+].[K+].[F:7][C:8]1[CH:9]=[C:10]([N+:15]([O-:17])=[O:16])[CH:11]=[CH:12][C:13]=1F.[NH:18]1[CH:22]=[CH:21][N:20]=[CH:19]1, predict the reaction product. The product is: [F:7][C:8]1[CH:9]=[C:10]([N+:15]([O-:17])=[O:16])[CH:11]=[CH:12][C:13]=1[N:18]1[CH:22]=[CH:21][N:20]=[CH:19]1. (4) The product is: [C:13]([O:17][C:18]([NH:20][NH:21][CH:8]1[CH2:9][CH2:10][C:5]2([NH:1][C:2](=[O:12])[CH2:3][CH2:4]2)[CH2:6][CH2:7]1)=[O:19])([CH3:16])([CH3:15])[CH3:14]. Given the reactants [NH:1]1[C:5]2([CH2:10][CH2:9][C:8](=O)[CH2:7][CH2:6]2)[CH2:4][CH2:3][C:2]1=[O:12].[C:13]([O:17][C:18]([NH:20][NH2:21])=[O:19])([CH3:16])([CH3:15])[CH3:14].C([BH3-])#N.[Na+], predict the reaction product. (5) Given the reactants N1C=CC=CC=1.[CH3:7][S:8](Cl)(=[O:10])=[O:9].[Cl:12][C:13]1[CH:18]=[CH:17][C:16]([C:19]2[CH:20]=[CH:21][C:22]([C:25]#[C:26][C:27]3[CH:32]=[CH:31][C:30]([CH:33]4[CH2:38][CH2:37][CH2:36][CH:35]([OH:39])[CH2:34]4)=[CH:29][CH:28]=3)=[N:23][CH:24]=2)=[CH:15][CH:14]=1.O, predict the reaction product. The product is: [CH3:7][S:8]([O:39][CH:35]1[CH2:36][CH2:37][CH2:38][CH:33]([C:30]2[CH:31]=[CH:32][C:27]([C:26]#[C:25][C:22]3[CH:21]=[CH:20][C:19]([C:16]4[CH:15]=[CH:14][C:13]([Cl:12])=[CH:18][CH:17]=4)=[CH:24][N:23]=3)=[CH:28][CH:29]=2)[CH2:34]1)(=[O:10])=[O:9]. (6) Given the reactants FC(F)(F)S(O[C:7]1[C:16]2[C:11](=[CH:12][C:13]([Cl:17])=[CH:14][CH:15]=2)[C:10]([Cl:18])=[CH:9][N:8]=1)(=O)=O.B(O)O.[C:24](=O)([O-])[O-].[K+].[K+].[C:30]1([CH3:36])[CH:35]=[CH:34][CH:33]=[CH:32][CH:31]=1, predict the reaction product. The product is: [Cl:18][C:10]1[C:11]2[C:16](=[CH:15][CH:14]=[C:13]([Cl:17])[CH:12]=2)[C:7]([C:32]2[CH:33]=[C:34]([CH3:24])[CH:35]=[C:30]([CH3:36])[CH:31]=2)=[N:8][CH:9]=1.